This data is from CYP2C9 inhibition data for predicting drug metabolism from PubChem BioAssay. The task is: Regression/Classification. Given a drug SMILES string, predict its absorption, distribution, metabolism, or excretion properties. Task type varies by dataset: regression for continuous measurements (e.g., permeability, clearance, half-life) or binary classification for categorical outcomes (e.g., BBB penetration, CYP inhibition). Dataset: cyp2c9_veith. The compound is O=c1cc(N2CCCCC2)c(-c2ccccc2)nn1Cc1ccccc1Cl. The result is 1 (inhibitor).